From a dataset of Reaction yield outcomes from USPTO patents with 853,638 reactions. Predict the reaction yield, written as a fraction of the theoretical maximum amount of product (1.0 means a 100% yield; for example, 0.34 means a 34% yield). (1) The reactants are [C:1]12([O:8][C:7]3[CH:9]=[CH:10][C:11]([C:13]4([C:16]([O:18]C)=[O:17])[CH2:15][CH2:14]4)=[CH:12][C:6]=3[O:5]1)[CH2:4][CH2:3][CH2:2]2.[Li+].[OH-].Cl. The catalyst is C1COCC1.O. The product is [C:1]12([O:8][C:7]3[CH:9]=[CH:10][C:11]([C:13]4([C:16]([OH:18])=[O:17])[CH2:15][CH2:14]4)=[CH:12][C:6]=3[O:5]1)[CH2:2][CH2:3][CH2:4]2. The yield is 0.590. (2) The reactants are Br[C:2]1[CH:22]=[CH:21][C:5]2[N:6]([CH3:20])[C:7](=[O:19])[CH2:8][N:9]=[C:10]([C:11]3[CH:12]=[C:13]([CH:16]=[CH:17][CH:18]=3)[C:14]#[N:15])[C:4]=2[CH:3]=1.C1(B(O)O)C=CC=CC=1.[CH3:32][O:33][C:34]1[CH:39]=[CH:38][C:37](B(O)O)=[CH:36][CH:35]=1. No catalyst specified. The product is [CH3:32][O:33][C:34]1[CH:39]=[CH:38][C:37]([C:2]2[CH:22]=[CH:21][C:5]3[N:6]([CH3:20])[C:7](=[O:19])[CH2:8][N:9]=[C:10]([C:11]4[CH:12]=[C:13]([CH:16]=[CH:17][CH:18]=4)[C:14]#[N:15])[C:4]=3[CH:3]=2)=[CH:36][CH:35]=1. The yield is 0.470. (3) The reactants are [Cl:1][C:2]1[CH:3]=[CH:4][C:5]([F:18])=[C:6]([C:8]2[N:9]=[C:10](O)[C:11]3[CH2:16][O:15][CH2:14][C:12]=3[N:13]=2)[CH:7]=1.C([O-])(O)=O.[Na+].O=P(Cl)(Cl)[Cl:26]. The catalyst is C(Cl)Cl. The product is [Cl:26][C:10]1[C:11]2[CH2:16][O:15][CH2:14][C:12]=2[N:13]=[C:8]([C:6]2[CH:7]=[C:2]([Cl:1])[CH:3]=[CH:4][C:5]=2[F:18])[N:9]=1. The yield is 0.730.